From a dataset of Forward reaction prediction with 1.9M reactions from USPTO patents (1976-2016). Predict the product of the given reaction. (1) Given the reactants [CH:1](NC(C)C)([CH3:3])[CH3:2].[Li].[CH2:9]([CH:16]1[NH:20][C:19](=[O:21])[CH2:18][CH2:17]1)[C:10]1[CH:15]=[CH:14][CH:13]=[CH:12][CH:11]=1.C(Br)CC.C(O)(=O)C, predict the reaction product. The product is: [CH2:9]([CH:16]1[NH:20][C:19](=[O:21])[CH:18]([CH2:2][CH2:1][CH3:3])[CH2:17]1)[C:10]1[CH:15]=[CH:14][CH:13]=[CH:12][CH:11]=1. (2) Given the reactants [C:1]([C:3]([C:6]1[CH:13]=[CH:12][C:9]([C:10]#[N:11])=[CH:8][CH:7]=1)([CH3:5])[CH3:4])#[N:2].[H-], predict the reaction product. The product is: [NH2:11][CH2:10][C:9]1[CH:12]=[CH:13][C:6]([C:3]([CH3:5])([CH3:4])[C:1]#[N:2])=[CH:7][CH:8]=1. (3) Given the reactants [Br:1][C:2]1[C:10]2[O:9][CH:8]([CH2:11][OH:12])[CH2:7][C:6]=2[CH:5]=[C:4]([CH2:13][CH3:14])[CH:3]=1.[C:15]1([CH3:25])[CH:20]=[CH:19][C:18]([S:21](Cl)(=[O:23])=[O:22])=[CH:17][CH:16]=1, predict the reaction product. The product is: [CH3:25][C:15]1[CH:20]=[CH:19][C:18]([S:21]([O:12][CH2:11][CH:8]2[CH2:7][C:6]3[CH:5]=[C:4]([CH2:13][CH3:14])[CH:3]=[C:2]([Br:1])[C:10]=3[O:9]2)(=[O:23])=[O:22])=[CH:17][CH:16]=1. (4) The product is: [CH3:36][C:37]1([CH3:43])[NH:38][CH2:39][CH2:40][N:41]([C:9]2[N:10]([CH2:31][C:32]([F:34])([F:33])[F:35])[C:11]3[C:16]([N:17]=2)=[C:15]([N:18]2[CH2:19][CH2:20][O:21][CH2:22][CH2:23]2)[N:14]=[C:13]([C:24]2[CH:25]=[N:26][C:27]([NH2:30])=[N:28][CH:29]=2)[N:12]=3)[CH2:42]1. Given the reactants CN1CCCC1=O.Cl[C:9]1[N:10]([CH2:31][C:32]([F:35])([F:34])[F:33])[C:11]2[C:16]([N:17]=1)=[C:15]([N:18]1[CH2:23][CH2:22][O:21][CH2:20][CH2:19]1)[N:14]=[C:13]([C:24]1[CH:25]=[N:26][C:27]([NH2:30])=[N:28][CH:29]=1)[N:12]=2.[CH3:36][C:37]1([CH3:43])[CH2:42][NH:41][CH2:40][CH2:39][NH:38]1, predict the reaction product. (5) The product is: [CH2:7]([O:6][P:4]([CH2:9][C:10]1[CH:15]=[CH:14][C:13]([NH:16][C:17]2[N:22]=[C:21]([NH:23][C:24]3[CH:33]=[CH:32][C:31]([C@H:34]4[CH2:35][CH2:36][C@H:37]([C:40]([OH:42])=[O:41])[CH2:38][CH2:39]4)=[C:30]4[C:25]=3[C:26](=[O:46])[C:27]([CH3:45])=[CH:28][NH:29]4)[C:20]([C:47]([F:48])([F:50])[F:49])=[CH:19][N:18]=2)=[C:12]([O:51][CH3:52])[CH:11]=1)([O:3][CH2:1][CH3:2])=[O:5])[CH3:8]. Given the reactants [CH2:1]([O:3][P:4]([CH2:9][C:10]1[CH:15]=[CH:14][C:13]([NH:16][C:17]2[N:22]=[C:21]([NH:23][C:24]3[CH:33]=[CH:32][C:31]([C@H:34]4[CH2:39][CH2:38][C@H:37]([C:40]([O:42]CC)=[O:41])[CH2:36][CH2:35]4)=[C:30]4[C:25]=3[C:26](=[O:46])[C:27]([CH3:45])=[CH:28][NH:29]4)[C:20]([C:47]([F:50])([F:49])[F:48])=[CH:19][N:18]=2)=[C:12]([O:51][CH3:52])[CH:11]=1)([O:6][CH2:7][CH3:8])=[O:5])[CH3:2].O.[OH-].[Li+], predict the reaction product. (6) The product is: [OH:1][C:2]1[CH:10]=[CH:9][C:8]([S:11]([CH3:14])(=[O:13])=[O:12])=[CH:7][C:3]=1[C:4]([O:6][CH3:16])=[O:5]. Given the reactants [OH:1][C:2]1[CH:10]=[CH:9][C:8]([S:11]([CH3:14])(=[O:13])=[O:12])=[CH:7][C:3]=1[C:4]([OH:6])=[O:5].Cl.[CH3:16]O, predict the reaction product.